From a dataset of Forward reaction prediction with 1.9M reactions from USPTO patents (1976-2016). Predict the product of the given reaction. (1) Given the reactants Cl[C:2]1[CH:7]=[CH:6][NH:5][C:4](=[O:8])[C:3]=1[C:9]1[NH:10][C:11]2[C:19]([N:20]=1)=[CH:18][C:17]1[C:16](=[O:21])[N:15]([CH:22]3[CH2:27][CH2:26][N:25]([CH3:28])[CH2:24][CH2:23]3)[C:14](=[O:29])[C:13]=1[CH:12]=2.[NH2:30][CH2:31][C@@H:32]([OH:43])[CH2:33][O:34][C:35]1[CH:40]=[CH:39][C:38]([CH3:41])=[CH:37][C:36]=1[CH3:42].CCN(CC)CC, predict the reaction product. The product is: [CH3:42][C:36]1[CH:37]=[C:38]([CH3:41])[CH:39]=[CH:40][C:35]=1[O:34][CH2:33][C@H:32]([OH:43])[CH2:31][NH:30][C:2]1[CH:7]=[CH:6][NH:5][C:4](=[O:8])[C:3]=1[C:9]1[NH:10][C:11]2[C:19]([N:20]=1)=[CH:18][C:17]1[C:16](=[O:21])[N:15]([CH:22]3[CH2:27][CH2:26][N:25]([CH3:28])[CH2:24][CH2:23]3)[C:14](=[O:29])[C:13]=1[CH:12]=2. (2) Given the reactants [NH2:1][C@@H:2]1[CH2:7][CH2:6][CH2:5][N:4]([C:8]([O:10][C:11]([CH3:14])([CH3:13])[CH3:12])=[O:9])[CH2:3]1.Cl[C:16]1[N:21]=[C:20]([C:22]2[N:26]3[CH:27]=[C:28]([F:31])[CH:29]=[CH:30][C:25]3=[N:24][CH:23]=2)[N:19]=[C:18]([N:32]2[CH2:36][CH2:35][CH2:34][C@H:33]2[C:37]([O:39][CH3:40])=[O:38])[CH:17]=1, predict the reaction product. The product is: [F:31][C:28]1[CH:29]=[CH:30][C:25]2[N:26]([C:22]([C:20]3[N:21]=[C:16]([NH:1][C@@H:2]4[CH2:7][CH2:6][CH2:5][N:4]([C:8]([O:10][C:11]([CH3:14])([CH3:13])[CH3:12])=[O:9])[CH2:3]4)[CH:17]=[C:18]([N:32]4[CH2:36][CH2:35][CH2:34][C@H:33]4[C:37]([O:39][CH3:40])=[O:38])[N:19]=3)=[CH:23][N:24]=2)[CH:27]=1. (3) The product is: [Cl:1][C:2]1[CH:3]=[CH:4][CH:5]=[C:6]2[C:10]=1[NH:9][N:8]([CH:11]([CH3:13])[CH3:12])[CH:7]2[C:14]1[CH:15]=[CH:16][C:17]([OH:20])=[CH:18][CH:19]=1. Given the reactants [Cl:1][C:2]1[C:10]2[C:6](=[C:7]([C:14]3[CH:19]=[CH:18][C:17]([O:20]C)=[CH:16][CH:15]=3)[N:8]([CH:11]([CH3:13])[CH3:12])[N:9]=2)[CH:5]=[CH:4][CH:3]=1.B(Br)(Br)Br.C1CCCCC=1, predict the reaction product. (4) Given the reactants C(=O)([O-])[O-].[K+].[K+].[F:7][CH2:8][CH2:9]I.[CH3:11][O:12][C:13](=[O:42])[N:14]=[C:15]([S:40][CH3:41])[C:16]([C:30]1[CH:35]=[C:34]([O:36][CH3:37])[CH:33]=[C:32]([OH:38])[C:31]=1[F:39])=[N:17][C:18]1[CH:23]=[CH:22][C:21]([C:24]2[N:28]=[C:27]([CH3:29])[O:26][N:25]=2)=[CH:20][CH:19]=1.O, predict the reaction product. The product is: [CH3:11][O:12][C:13](=[O:42])[N:14]=[C:15]([S:40][CH3:41])[C:16]([C:30]1[CH:35]=[C:34]([O:36][CH3:37])[CH:33]=[C:32]([O:38][CH2:9][CH2:8][F:7])[C:31]=1[F:39])=[N:17][C:18]1[CH:23]=[CH:22][C:21]([C:24]2[N:28]=[C:27]([CH3:29])[O:26][N:25]=2)=[CH:20][CH:19]=1. (5) The product is: [Cl:23][C:21]1[CH:20]=[CH:19][C:18]([O:24][CH2:25][C:26]2[CH:27]=[CH:28][CH:29]=[CH:30][CH:31]=2)=[C:17]([C:12]2[N:11]([C:6]3[CH:5]=[C:4]([C:9]([Cl:10])=[CH:8][CH:7]=3)[C:3]([OH:32])=[O:2])[C:15]([CH3:16])=[CH:14][CH:13]=2)[CH:22]=1. Given the reactants C[O:2][C:3](=[O:32])[C:4]1[C:9]([Cl:10])=[CH:8][CH:7]=[C:6]([N:11]2[C:15]([CH3:16])=[CH:14][CH:13]=[C:12]2[C:17]2[CH:22]=[C:21]([Cl:23])[CH:20]=[CH:19][C:18]=2[O:24][CH2:25][C:26]2[CH:31]=[CH:30][CH:29]=[CH:28][CH:27]=2)[CH:5]=1.[OH-].[Na+].Cl, predict the reaction product. (6) Given the reactants [Br:1][C:2]1[CH:3]=[C:4]([CH:8]=[N:9][S:10]([C:12]([CH3:15])([CH3:14])[CH3:13])=[O:11])[CH:5]=[N:6][CH:7]=1.[F:16][C:17]([Si](C)(C)C)([F:19])[F:18], predict the reaction product. The product is: [Br:1][C:2]1[CH:3]=[C:4]([CH:8]([NH:9][S:10]([C:12]([CH3:15])([CH3:14])[CH3:13])=[O:11])[C:17]([F:19])([F:18])[F:16])[CH:5]=[N:6][CH:7]=1.